Dataset: Forward reaction prediction with 1.9M reactions from USPTO patents (1976-2016). Task: Predict the product of the given reaction. (1) Given the reactants C1(C([NH:20][C@H:21]2[CH2:27][CH2:26][CH2:25][CH2:24][N:23]([C:28]([O:30][C:31]([CH3:34])([CH3:33])[CH3:32])=[O:29])[CH2:22]2)(C2C=CC=CC=2)C2C=CC=CC=2)C=CC=CC=1.CO.[H][H], predict the reaction product. The product is: [NH2:20][C@H:21]1[CH2:27][CH2:26][CH2:25][CH2:24][N:23]([C:28]([O:30][C:31]([CH3:34])([CH3:33])[CH3:32])=[O:29])[CH2:22]1. (2) The product is: [C:21]1([C:13]2[C:12]3[CH2:35][C:34]4[C:29](=[CH:30][CH:31]=[CH:32][CH:33]=4)[C:11]=3[CH:10]=[CH:9][CH:8]=2)[CH:26]=[CH:25][CH:24]=[CH:23][CH:22]=1. Given the reactants C1C=C2C3[C:12]([C:13]([C:21]4[CH:26]=[CH:25][C:24](O)=[CH:23][CH:22]=4)(C4C=CC(O)=CC=4)C2=CC=1)=[CH:11][CH:10]=[CH:9][CH:8]=3.N1[CH:33]=[CH:32][CH:31]=[CH:30][CH:29]=1.[CH2:34]1COC[CH2:35]1, predict the reaction product.